Regression. Given two drug SMILES strings and cell line genomic features, predict the synergy score measuring deviation from expected non-interaction effect. From a dataset of NCI-60 drug combinations with 297,098 pairs across 59 cell lines. (1) Drug 1: CC(C1=C(C=CC(=C1Cl)F)Cl)OC2=C(N=CC(=C2)C3=CN(N=C3)C4CCNCC4)N. Drug 2: C1CCN(CC1)CCOC2=CC=C(C=C2)C(=O)C3=C(SC4=C3C=CC(=C4)O)C5=CC=C(C=C5)O. Cell line: OVCAR-4. Synergy scores: CSS=1.67, Synergy_ZIP=2.05, Synergy_Bliss=4.54, Synergy_Loewe=4.11, Synergy_HSA=2.61. (2) Drug 1: CN(C)C1=NC(=NC(=N1)N(C)C)N(C)C. Drug 2: C1=NC2=C(N1)C(=S)N=C(N2)N. Cell line: SR. Synergy scores: CSS=64.1, Synergy_ZIP=-0.483, Synergy_Bliss=0.598, Synergy_Loewe=-0.832, Synergy_HSA=2.51. (3) Drug 1: CC1=C2C(C(=O)C3(C(CC4C(C3C(C(C2(C)C)(CC1OC(=O)C(C(C5=CC=CC=C5)NC(=O)OC(C)(C)C)O)O)OC(=O)C6=CC=CC=C6)(CO4)OC(=O)C)O)C)O. Synergy scores: CSS=43.6, Synergy_ZIP=-5.31, Synergy_Bliss=-5.49, Synergy_Loewe=-0.0984, Synergy_HSA=0.936. Drug 2: CC1C(C(CC(O1)OC2CC(CC3=C2C(=C4C(=C3O)C(=O)C5=CC=CC=C5C4=O)O)(C(=O)C)O)N)O. Cell line: SW-620. (4) Drug 1: C1C(C(OC1N2C=NC(=NC2=O)N)CO)O. Drug 2: N.N.Cl[Pt+2]Cl. Cell line: NCIH23. Synergy scores: CSS=55.2, Synergy_ZIP=-1.18, Synergy_Bliss=0.389, Synergy_Loewe=3.24, Synergy_HSA=3.93.